Dataset: Full USPTO retrosynthesis dataset with 1.9M reactions from patents (1976-2016). Task: Predict the reactants needed to synthesize the given product. Given the product [CH3:38][O:39][C:40](=[O:47])[CH2:41][CH2:42][CH2:43][CH2:44][CH2:45][N:12]([S:9]([C:6]1[CH:7]=[CH:8][C:3]([C:2]([F:1])([F:34])[F:35])=[CH:4][CH:5]=1)(=[O:10])=[O:11])[C:13]1[CH:33]=[CH:32][C:16]2[N:17]([C:26]3[CH:31]=[CH:30][CH:29]=[CH:28][CH:27]=3)[C:18]([C:20]3[CH:25]=[CH:24][CH:23]=[CH:22][CH:21]=3)=[N:19][C:15]=2[CH:14]=1, predict the reactants needed to synthesize it. The reactants are: [F:1][C:2]([F:35])([F:34])[C:3]1[CH:8]=[CH:7][C:6]([S:9]([NH:12][C:13]2[CH:33]=[CH:32][C:16]3[N:17]([C:26]4[CH:31]=[CH:30][CH:29]=[CH:28][CH:27]=4)[C:18]([C:20]4[CH:25]=[CH:24][CH:23]=[CH:22][CH:21]=4)=[N:19][C:15]=3[CH:14]=2)(=[O:11])=[O:10])=[CH:5][CH:4]=1.[H-].[Na+].[CH3:38][O:39][C:40](=[O:47])[CH2:41][CH2:42][CH2:43][CH2:44][CH2:45]Br.O.